From a dataset of Catalyst prediction with 721,799 reactions and 888 catalyst types from USPTO. Predict which catalyst facilitates the given reaction. (1) Reactant: C[O:2][C:3]([C:5]1[CH:10]=[C:9]([S:11][CH3:12])[CH:8]=[C:7]([NH2:13])[N:6]=1)=O.[CH3:14][NH2:15]. Product: [CH3:14][NH:15][C:3]([C:5]1[CH:10]=[C:9]([S:11][CH3:12])[CH:8]=[C:7]([NH2:13])[N:6]=1)=[O:2]. The catalyst class is: 7. (2) Reactant: [NH:1]1[C:10]2[C:5](=[CH:6][CH:7]=[CH:8][CH:9]=2)[C:4]2([CH2:15][CH2:14][NH:13][CH2:12][CH2:11]2)[NH:3][C:2]1=[O:16].Cl[C:18]1[N:23]=[CH:22][N:21]=[C:20]([C:24]([C:26]2[CH:36]=[C:35]([CH3:37])[C:29]3[N:30]([CH3:34])[C:31](=[O:33])[O:32][C:28]=3[CH:27]=2)=[O:25])[CH:19]=1.CCN(C(C)C)C(C)C. Product: [CH3:34][N:30]1[C:29]2[C:35]([CH3:37])=[CH:36][C:26]([C:24]([C:20]3[CH:19]=[C:18]([N:13]4[CH2:12][CH2:11][C:4]5([C:5]6[C:10](=[CH:9][CH:8]=[CH:7][CH:6]=6)[NH:1][C:2](=[O:16])[NH:3]5)[CH2:15][CH2:14]4)[N:23]=[CH:22][N:21]=3)=[O:25])=[CH:27][C:28]=2[O:32][C:31]1=[O:33]. The catalyst class is: 121.